This data is from Full USPTO retrosynthesis dataset with 1.9M reactions from patents (1976-2016). The task is: Predict the reactants needed to synthesize the given product. (1) Given the product [F:1][C:2]1[C:7]([F:8])=[CH:6][CH:5]=[CH:4][C:3]=1[C:9]1[N:17]=[C:12]2[CH:13]=[N:14][N:15]([CH2:19][C:20]3[O:24][N:23]=[C:22]([C:25]4[CH:26]=[CH:27][C:28]([O:29][CH2:30][C:31]5[CH:36]=[CH:35][CH:34]=[CH:33][N:32]=5)=[CH:37][CH:38]=4)[CH:21]=3)[CH:16]=[C:11]2[N:10]=1, predict the reactants needed to synthesize it. The reactants are: [F:1][C:2]1[C:7]([F:8])=[CH:6][CH:5]=[CH:4][C:3]=1[C:9]1[N:17]=[C:12]2[CH:13]=[N:14][NH:15][CH:16]=[C:11]2[N:10]=1.Cl[CH2:19][C:20]1[O:24][N:23]=[C:22]([C:25]2[CH:38]=[CH:37][C:28]([O:29][CH2:30][C:31]3[CH:36]=[CH:35][CH:34]=[CH:33][N:32]=3)=[CH:27][CH:26]=2)[CH:21]=1. (2) Given the product [Cl:1][C:2]1[CH:7]=[C:6]([F:8])[CH:5]=[CH:4][C:3]=1[C:9]1[C:10]([CH3:25])=[N:11][N:12]([CH3:24])[C:13]=1[C:14]([C:16]1[CH:21]=[CH:20][C:19]([F:22])=[CH:18][C:17]=1[F:23])=[O:15], predict the reactants needed to synthesize it. The reactants are: [Cl:1][C:2]1[CH:7]=[C:6]([F:8])[CH:5]=[CH:4][C:3]=1[C:9]1[C:10]([CH3:25])=[N:11][N:12]([CH3:24])[C:13]=1[CH:14]([C:16]1[CH:21]=[CH:20][C:19]([F:22])=[CH:18][C:17]=1[F:23])[OH:15].[Cr](O[Cr]([O-])(=O)=O)([O-])(=O)=O.[NH+]1C=CC=CC=1.[NH+]1C=CC=CC=1. (3) The reactants are: [C:1]([O:5][C:6](=[O:25])[NH:7][C@H:8]1[C:14](=[O:15])[N:13]([CH2:16][C:17]([F:20])([F:19])[F:18])[C:12]2[CH:21]=[CH:22][CH:23]=[CH:24][C:11]=2[NH:10][CH2:9]1)([CH3:4])([CH3:3])[CH3:2].C(=O)([O-])[O-].[K+].[K+].O1[CH2:36][CH2:35][CH2:34][CH2:33]1.BrCC1CC1. Given the product [C:1]([O:5][C:6](=[O:25])[NH:7][C@H:8]1[C:14](=[O:15])[N:13]([CH2:16][C:17]([F:20])([F:19])[F:18])[C:12]2[CH:21]=[CH:22][CH:23]=[CH:24][C:11]=2[N:10]([CH2:33][CH:34]2[CH2:36][CH2:35]2)[CH2:9]1)([CH3:4])([CH3:2])[CH3:3], predict the reactants needed to synthesize it. (4) Given the product [OH:18][C:14]1[CH:13]=[C:12]([C:11]2[C:6]3[N:5]=[C:4]([C:25]([OH:27])=[O:26])[CH:3]=[C:2]([C:36]4[C:37]5[C:32](=[CH:31][CH:30]=[CH:29][CH:28]=5)[CH:33]=[CH:34][CH:35]=4)[C:7]=3[N:8]=[C:9]([N:19]3[CH2:24][CH2:23][O:22][CH2:21][CH2:20]3)[N:10]=2)[CH:17]=[CH:16][CH:15]=1, predict the reactants needed to synthesize it. The reactants are: Cl[C:2]1[C:7]2[N:8]=[C:9]([N:19]3[CH2:24][CH2:23][O:22][CH2:21][CH2:20]3)[N:10]=[C:11]([C:12]3[CH:17]=[CH:16][CH:15]=[C:14]([OH:18])[CH:13]=3)[C:6]=2[N:5]=[C:4]([C:25]([OH:27])=[O:26])[CH:3]=1.[C:28]1(B(O)O)[C:37]2[C:32](=[CH:33][CH:34]=[CH:35][CH:36]=2)[CH:31]=[CH:30][CH:29]=1.C(=O)([O-])[O-].[Cs+].[Cs+]. (5) Given the product [F:36][CH:2]([F:1])[CH2:3][O:4][C:5]1[C:13]2[CH2:12][N:11]([C:15]3[CH:20]=[CH:19][C:18]([CH2:21][C:22]([OH:24])=[O:23])=[CH:17][C:16]=3[Cl:25])[C:10](=[O:26])[C:9]=2[C:8]([O:27][CH2:28][CH:29]([F:30])[F:31])=[C:7]2[CH:32]=[CH:33][CH:34]=[CH:35][C:6]=12, predict the reactants needed to synthesize it. The reactants are: [F:1][CH:2]([F:36])[CH2:3][O:4][C:5]1[C:13]2[C:12](=O)[N:11]([C:15]3[CH:20]=[CH:19][C:18]([CH2:21][C:22]([OH:24])=[O:23])=[CH:17][C:16]=3[Cl:25])[CH:10]([OH:26])[C:9]=2[C:8]([O:27][CH2:28][CH:29]([F:31])[F:30])=[C:7]2[CH:32]=[CH:33][CH:34]=[CH:35][C:6]=12.C([SiH](CC)CC)C. (6) Given the product [F:1][C:2]1[CH:3]=[CH:4][C:5]([CH2:6][O:7][CH2:8][C:9]2[CH:10]=[CH:11][C:12]([NH:16][S:27]([C:23]3[CH:24]=[CH:25][CH:26]=[C:21]([C:20]([F:19])([F:31])[F:32])[CH:22]=3)(=[O:29])=[O:28])=[N:13][C:14]=2[CH3:15])=[CH:17][CH:18]=1, predict the reactants needed to synthesize it. The reactants are: [F:1][C:2]1[CH:18]=[CH:17][C:5]([CH2:6][O:7][CH2:8][C:9]2[CH:10]=[CH:11][C:12]([NH2:16])=[N:13][C:14]=2[CH3:15])=[CH:4][CH:3]=1.[F:19][C:20]([F:32])([F:31])[C:21]1[CH:22]=[C:23]([S:27](Cl)(=[O:29])=[O:28])[CH:24]=[CH:25][CH:26]=1. (7) Given the product [CH3:20][O:19][C:16]1[CH:17]=[C:18]2[C:13](=[CH:14][C:15]=1[O:21][CH3:22])[C:12]([CH3:23])=[N:11][C:10]([OH:24])=[C:9]2[CH2:8][C:6]1[CH:5]=[CH:4][CH:3]=[C:2]([C:25]2[CH:30]=[CH:29][CH:28]=[CH:27][CH:26]=2)[N:7]=1, predict the reactants needed to synthesize it. The reactants are: Br[C:2]1[N:7]=[C:6]([CH2:8][C:9]2[C:18]3[C:13](=[CH:14][C:15]([O:21][CH3:22])=[C:16]([O:19][CH3:20])[CH:17]=3)[C:12]([CH3:23])=[N:11][C:10]=2[OH:24])[CH:5]=[CH:4][CH:3]=1.[C:25]1(B(O)O)[CH:30]=[CH:29][CH:28]=[CH:27][CH:26]=1.C([O-])([O-])=O.[Na+].[Na+].O. (8) Given the product [CH3:5][C:6]1[CH:14]=[CH:13][C:12]2[CH2:15][NH:16][C@@H:17]([CH:20]3[CH:25]4[CH2:24][CH2:23][N:22]([CH2:27][CH2:26]4)[CH2:21]3)[C:18](=[O:19])[N:10]3[C:11]=2[C:7]=1[CH:8]=[CH:9]3, predict the reactants needed to synthesize it. The reactants are: C(O[CH2:5][C:6]1[CH:14]=[CH:13][C:12]2[CH2:15][NH:16][C@@H:17]([CH:20]3[CH:25]4[CH2:26][CH2:27][N:22]([CH2:23][CH2:24]4)[CH2:21]3)[C:18](=[O:19])[N:10]3[C:11]=2[C:7]=1[CH:8]=[CH:9]3)(=O)C.C(O)(=O)C.